Dataset: Full USPTO retrosynthesis dataset with 1.9M reactions from patents (1976-2016). Task: Predict the reactants needed to synthesize the given product. (1) Given the product [CH3:3][C:4]1[O:8][C:7]([C:9]2[CH:14]=[CH:13][CH:12]=[CH:11][CH:10]=2)=[N:6][C:5]=1[CH2:15][O:16][C:17]1[CH:39]=[CH:38][C:20]([CH2:21][O:22]/[N:23]=[C:24](/[C:32]2[CH:33]=[N:34][CH:35]=[CH:36][CH:37]=2)\[CH2:25][CH2:26][C:27]([OH:29])=[O:28])=[CH:19][CH:18]=1, predict the reactants needed to synthesize it. The reactants are: [OH-].[Na+].[CH3:3][C:4]1[O:8][C:7]([C:9]2[CH:14]=[CH:13][CH:12]=[CH:11][CH:10]=2)=[N:6][C:5]=1[CH2:15][O:16][C:17]1[CH:39]=[CH:38][C:20]([CH2:21][O:22][N:23]=[C:24]([C:32]2[CH:33]=[N:34][CH:35]=[CH:36][CH:37]=2)[CH2:25][CH2:26][C:27]([O:29]CC)=[O:28])=[CH:19][CH:18]=1.CO.Cl. (2) Given the product [CH2:11]([NH:18][C:5](=[O:7])[C:4]1[CH:8]=[CH:9][N:10]=[C:2]([Cl:1])[CH:3]=1)[C:12]1[CH:17]=[CH:16][CH:15]=[CH:14][CH:13]=1, predict the reactants needed to synthesize it. The reactants are: [Cl:1][C:2]1[CH:3]=[C:4]([CH:8]=[CH:9][N:10]=1)[C:5]([OH:7])=O.[CH2:11]([NH2:18])[C:12]1[CH:17]=[CH:16][CH:15]=[CH:14][CH:13]=1.C(N(CC)CC)C.